From a dataset of NCI-60 drug combinations with 297,098 pairs across 59 cell lines. Regression. Given two drug SMILES strings and cell line genomic features, predict the synergy score measuring deviation from expected non-interaction effect. (1) Drug 1: CN(C)N=NC1=C(NC=N1)C(=O)N. Drug 2: CN(CC1=CN=C2C(=N1)C(=NC(=N2)N)N)C3=CC=C(C=C3)C(=O)NC(CCC(=O)O)C(=O)O. Cell line: CAKI-1. Synergy scores: CSS=9.95, Synergy_ZIP=-7.90, Synergy_Bliss=-6.68, Synergy_Loewe=-2.71, Synergy_HSA=-2.64. (2) Drug 1: C1CN1C2=NC(=NC(=N2)N3CC3)N4CC4. Drug 2: CC12CCC3C(C1CCC2O)C(CC4=C3C=CC(=C4)O)CCCCCCCCCS(=O)CCCC(C(F)(F)F)(F)F. Cell line: RPMI-8226. Synergy scores: CSS=50.8, Synergy_ZIP=-1.30, Synergy_Bliss=-2.89, Synergy_Loewe=-16.5, Synergy_HSA=-2.32. (3) Drug 1: CC1=C(C=C(C=C1)C(=O)NC2=CC(=CC(=C2)C(F)(F)F)N3C=C(N=C3)C)NC4=NC=CC(=N4)C5=CN=CC=C5. Drug 2: C1=NNC2=C1C(=O)NC=N2. Cell line: MOLT-4. Synergy scores: CSS=-4.58, Synergy_ZIP=3.31, Synergy_Bliss=0.761, Synergy_Loewe=-7.20, Synergy_HSA=-7.13. (4) Drug 1: C1CNP(=O)(OC1)N(CCCl)CCCl. Drug 2: C1CCC(C(C1)N)N.C(=O)(C(=O)[O-])[O-].[Pt+4]. Cell line: SK-MEL-2. Synergy scores: CSS=6.16, Synergy_ZIP=3.69, Synergy_Bliss=6.51, Synergy_Loewe=-13.6, Synergy_HSA=0.975. (5) Drug 1: C1CCN(CC1)CCOC2=CC=C(C=C2)C(=O)C3=C(SC4=C3C=CC(=C4)O)C5=CC=C(C=C5)O. Drug 2: C1CC(=O)NC(=O)C1N2C(=O)C3=CC=CC=C3C2=O. Cell line: HT29. Synergy scores: CSS=-0.565, Synergy_ZIP=4.96, Synergy_Bliss=6.43, Synergy_Loewe=0.606, Synergy_HSA=-1.19. (6) Drug 1: COC1=C2C(=CC3=C1OC=C3)C=CC(=O)O2. Drug 2: CC1C(C(CC(O1)OC2CC(CC3=C2C(=C4C(=C3O)C(=O)C5=CC=CC=C5C4=O)O)(C(=O)C)O)N)O. Cell line: NCI-H460. Synergy scores: CSS=39.9, Synergy_ZIP=2.76, Synergy_Bliss=1.05, Synergy_Loewe=-30.3, Synergy_HSA=-0.0308.